Task: Predict the product of the given reaction.. Dataset: Forward reaction prediction with 1.9M reactions from USPTO patents (1976-2016) (1) Given the reactants [CH3:1][C:2]1[CH:7]=[C:6]([CH3:8])[CH:5]=[CH:4][C:3]=1B(O)O.[Cl:12][C:13]1[N:21]=[C:20]2[C:16]([N:17]=[CH:18][N:19]2[CH:22]2[CH2:27][CH2:26][CH2:25][CH2:24][O:23]2)=[C:15](Cl)[N:14]=1, predict the reaction product. The product is: [Cl:12][C:13]1[N:21]=[C:20]2[C:16]([N:17]=[CH:18][N:19]2[CH:22]2[CH2:27][CH2:26][CH2:25][CH2:24][O:23]2)=[C:15]([C:3]2[CH:4]=[CH:5][C:6]([CH3:8])=[CH:7][C:2]=2[CH3:1])[N:14]=1. (2) Given the reactants [C:1]([O:5][C:6]([NH:8][C:9]([N:18]1[CH2:27][CH2:26][C:25]2[C:20](=[CH:21][C:22]([O:28][CH2:29][CH:30]3[CH2:35][CH2:34][N:33]([CH2:36][C:37]([C:39]4[CH:44]=[CH:43][CH:42]=[CH:41][CH:40]=4)=[O:38])[CH2:32][CH2:31]3)=[CH:23][CH:24]=2)[CH2:19]1)=[N:10][C:11]([O:13][C:14]([CH3:17])([CH3:16])[CH3:15])=[O:12])=[O:7])([CH3:4])([CH3:3])[CH3:2].[BH4-].[Na+].O, predict the reaction product. The product is: [C:14]([O:13][C:11]([NH:10][C:9]([N:18]1[CH2:27][CH2:26][C:25]2[C:20](=[CH:21][C:22]([O:28][CH2:29][CH:30]3[CH2:31][CH2:32][N:33]([CH2:36][CH:37]([OH:38])[C:39]4[CH:40]=[CH:41][CH:42]=[CH:43][CH:44]=4)[CH2:34][CH2:35]3)=[CH:23][CH:24]=2)[CH2:19]1)=[N:8][C:6]([O:5][C:1]([CH3:3])([CH3:4])[CH3:2])=[O:7])=[O:12])([CH3:15])([CH3:16])[CH3:17]. (3) Given the reactants [CH:1]1([NH2:5])[CH2:4][CH2:3][CH2:2]1.C([O-])([O-])=O.[K+].[K+].[C:12]([O:16][C:17](=[O:27])[NH:18][C:19]1[CH:24]=[N:23][C:22]([CH2:25]Br)=[CH:21][N:20]=1)([CH3:15])([CH3:14])[CH3:13], predict the reaction product. The product is: [C:12]([O:16][C:17](=[O:27])[NH:18][C:19]1[CH:24]=[N:23][C:22]([CH2:25][NH:5][CH:1]2[CH2:4][CH2:3][CH2:2]2)=[CH:21][N:20]=1)([CH3:15])([CH3:14])[CH3:13].